Dataset: Forward reaction prediction with 1.9M reactions from USPTO patents (1976-2016). Task: Predict the product of the given reaction. (1) Given the reactants Cl.Cl.[Cl:3][C:4]1[CH:20]=[CH:19][C:7]([CH2:8][NH:9][C:10]([C:12]2([NH2:18])[CH2:17][CH2:16][NH:15][CH2:14][CH2:13]2)=[O:11])=[CH:6][CH:5]=1.Cl[C:22]1[N:30]=[CH:29][N:28]=[C:27]2[C:23]=1[NH:24][C:25](=[O:31])[NH:26]2.C(N(CC)CC)C, predict the reaction product. The product is: [Cl:3][C:4]1[CH:5]=[CH:6][C:7]([CH2:8][NH:9][C:10]([C:12]2([NH2:18])[CH2:13][CH2:14][N:15]([C:22]3[N:30]=[CH:29][N:28]=[C:27]4[C:23]=3[NH:24][C:25](=[O:31])[NH:26]4)[CH2:16][CH2:17]2)=[O:11])=[CH:19][CH:20]=1. (2) Given the reactants FC(F)(F)S(O[C:7]1[CH:12]=[CH:11][C:10]([C@H:13]2[CH2:18][CH2:17][C@H:16]([CH2:19][C:20]([O:22][CH3:23])=[O:21])[CH2:15][CH2:14]2)=[CH:9][CH:8]=1)(=O)=O.[Si:26]([O:33][CH2:34][CH2:35][NH2:36])([C:29]([CH3:32])([CH3:31])[CH3:30])([CH3:28])[CH3:27].C(=O)([O-])[O-].[Cs+].[Cs+].CC(C1C=C(C(C)C)C(C2C=CC=CC=2P(C2CCCCC2)C2CCCCC2)=C(C(C)C)C=1)C, predict the reaction product. The product is: [Si:26]([O:33][CH2:34][CH2:35][NH:36][C:7]1[CH:12]=[CH:11][C:10]([C@H:13]2[CH2:18][CH2:17][C@H:16]([CH2:19][C:20]([O:22][CH3:23])=[O:21])[CH2:15][CH2:14]2)=[CH:9][CH:8]=1)([C:29]([CH3:31])([CH3:32])[CH3:30])([CH3:28])[CH3:27].